This data is from Catalyst prediction with 721,799 reactions and 888 catalyst types from USPTO. The task is: Predict which catalyst facilitates the given reaction. (1) Reactant: [Cl:1][CH2:2][C@H:3]1[C:11]2[C:10]3[CH:12]=[CH:13][CH:14]=[CH:15][C:9]=3[C:8]([OH:16])=[CH:7][C:6]=2[N:5](C(OC(C)(C)C)=O)[CH2:4]1.Cl. Product: [Cl:1][CH2:2][C@H:3]1[C:11]2[C:10]3[CH:12]=[CH:13][CH:14]=[CH:15][C:9]=3[C:8]([OH:16])=[CH:7][C:6]=2[NH:5][CH2:4]1. The catalyst class is: 135. (2) Reactant: Cl[C:2]([O:4][CH2:5][C:6]1[CH:11]=[CH:10][CH:9]=[CH:8][CH:7]=1)=[O:3].[Si:12]([O:19][CH2:20][C:21]1[N:25]2[C:26](=[O:35])[N:27]([CH:29]3[CH2:34][CH2:33][NH:32][CH2:31][CH2:30]3)[CH2:28][C:24]2=[CH:23][N:22]=1)([C:15]([CH3:18])([CH3:17])[CH3:16])([CH3:14])[CH3:13].C(N(CC)CC)C. Product: [Si:12]([O:19][CH2:20][C:21]1[N:25]2[C:26](=[O:35])[N:27]([CH:29]3[CH2:34][CH2:33][N:32]([C:2]([O:4][CH2:5][C:6]4[CH:11]=[CH:10][CH:9]=[CH:8][CH:7]=4)=[O:3])[CH2:31][CH2:30]3)[CH2:28][C:24]2=[CH:23][N:22]=1)([C:15]([CH3:16])([CH3:17])[CH3:18])([CH3:14])[CH3:13]. The catalyst class is: 1. (3) Reactant: [CH3:1][C:2]1[CH:3]=[CH:4][C:5]([NH2:8])=[CH:6][CH:7]=1.CCN(C(C)C)C(C)C.[F:18][C:19]1[CH:27]=[CH:26][C:22]([C:23](Cl)=[O:24])=[CH:21][C:20]=1[N+:28]([O-:30])=[O:29]. Product: [F:18][C:19]1[CH:27]=[CH:26][C:22]([C:23]([NH:8][C:5]2[CH:6]=[CH:7][C:2]([CH3:1])=[CH:3][CH:4]=2)=[O:24])=[CH:21][C:20]=1[N+:28]([O-:30])=[O:29]. The catalyst class is: 30. (4) Reactant: [Cl:1][C:2]1[CH:3]=[C:4]([C:8]2[N:13]=[C:12]([CH2:14][C:15]3[CH:20]=[CH:19][C:18]([CH2:21][C:22](Cl)=[O:23])=[CH:17][CH:16]=3)[CH:11]=[C:10]([CH2:25][CH3:26])[N:9]=2)[CH:5]=[CH:6][CH:7]=1.[CH2:27]([CH2:29][NH2:30])[OH:28].C(N(C(C)C)CC)(C)C.Cl. Product: [Cl:1][C:2]1[CH:3]=[C:4]([C:8]2[N:13]=[C:12]([CH2:14][C:15]3[CH:16]=[CH:17][C:18]([CH2:21][C:22]([NH:30][CH2:29][CH2:27][OH:28])=[O:23])=[CH:19][CH:20]=3)[CH:11]=[C:10]([CH2:25][CH3:26])[N:9]=2)[CH:5]=[CH:6][CH:7]=1. The catalyst class is: 46. (5) Reactant: Cl[C:2]1[C:3]2[CH2:13][O:12][CH2:11][CH2:10][C:4]=2[N:5]=[C:6]([S:8][CH3:9])[N:7]=1.Cl.[NH:15]1[C:23]2[C:18](=[CH:19][C:20]([NH2:24])=[CH:21][CH:22]=2)[CH:17]=[N:16]1. Product: [NH:15]1[C:23]2[C:18](=[CH:19][C:20]([NH:24][C:2]3[C:3]4[CH2:13][O:12][CH2:11][CH2:10][C:4]=4[N:5]=[C:6]([S:8][CH3:9])[N:7]=3)=[CH:21][CH:22]=2)[CH:17]=[N:16]1. The catalyst class is: 12. (6) Reactant: [CH3:1][C:2]1[C:7]([C:8]([F:11])([F:10])[F:9])=[CH:6][CH:5]=[CH:4][C:3]=1[CH2:12][CH:13]([C:16](=O)[CH3:17])[C:14]#[N:15].O.[NH2:20][NH2:21]. Product: [CH3:17][C:16]1[C:13]([CH2:12][C:3]2[CH:4]=[CH:5][CH:6]=[C:7]([C:8]([F:9])([F:10])[F:11])[C:2]=2[CH3:1])=[C:14]([NH2:15])[NH:21][N:20]=1. The catalyst class is: 8.